From a dataset of Catalyst prediction with 721,799 reactions and 888 catalyst types from USPTO. Predict which catalyst facilitates the given reaction. (1) Reactant: [NH2:1][OH:2].CO.[C:5]([C:7]1[CH:8]=[CH:9][C:10]([C:13]2[CH:27]=[CH:26][C:16]([O:17][CH2:18][C:19]([CH3:25])([CH3:24])[C:20]([O:22][CH3:23])=[O:21])=[CH:15][CH:14]=2)=[N:11][CH:12]=1)#[N:6]. Product: [NH2:6][C:5](=[N:1][OH:2])[C:7]1[CH:8]=[CH:9][C:10]([C:13]2[CH:27]=[CH:26][C:16]([O:17][CH2:18][C:19]([CH3:25])([CH3:24])[C:20]([O:22][CH3:23])=[O:21])=[CH:15][CH:14]=2)=[N:11][CH:12]=1. The catalyst class is: 7. (2) Reactant: C([O:3][C:4](=[O:14])[CH2:5][C:6]1[CH:10]=[CH:9][S:8][C:7]=1[C:11]([OH:13])=[O:12])C.[OH-].[K+].Cl. Product: [C:4]([CH2:5][C:6]1[CH:10]=[CH:9][S:8][C:7]=1[C:11]([OH:13])=[O:12])([OH:14])=[O:3]. The catalyst class is: 6. (3) Reactant: [NH:1]1[CH2:6][CH2:5][CH2:4][C@@H:3]([NH:7]C(=O)OC(C)(C)C)[CH2:2]1.[C:15]1([N:21]=[C:22]=[O:23])[CH:20]=[CH:19][CH:18]=[CH:17][CH:16]=1. Product: [NH2:7][C@@H:3]1[CH2:4][CH2:5][CH2:6][N:1]([C:22]([NH:21][C:15]2[CH:20]=[CH:19][CH:18]=[CH:17][CH:16]=2)=[O:23])[CH2:2]1. The catalyst class is: 2. (4) Reactant: [O:1]1[CH:5]2[O:6][CH2:7][CH2:8][CH:4]2[CH:3]([O:9][C:10](=[O:41])[NH:11][CH:12]([CH2:34][C:35]2[CH:40]=[CH:39][CH:38]=[CH:37][CH:36]=2)[CH:13]([OH:33])[CH2:14][N:15]([S:20]([C:23]2[CH:28]=[CH:27][C:26]([N+:29]([O-:31])=[O:30])=[C:25](F)[CH:24]=2)(=[O:22])=[O:21])[CH2:16][CH:17]([CH3:19])[CH3:18])[CH2:2]1.[Cl-].[Cl-].[NH2:44][CH:45]1[CH2:49][CH2:48][NH+:47]([CH:50]2[CH2:54][CH2:53][CH2:52][CH2:51]2)[CH2:46]1.[NH2:44][CH:45]1[CH2:49][CH2:48][NH+:47]([CH:50]2[CH2:54][CH2:53][CH2:52][CH2:51]2)[CH2:46]1.C(N(C(C)C)C(C)C)C.C(O)(C)C. Product: [O:1]1[CH:5]2[O:6][CH2:7][CH2:8][CH:4]2[CH:3]([O:9][C:10](=[O:41])[NH:11][CH:12]([CH2:34][C:35]2[CH:40]=[CH:39][CH:38]=[CH:37][CH:36]=2)[CH:13]([OH:33])[CH2:14][N:15]([S:20]([C:23]2[CH:28]=[CH:27][C:26]([N+:29]([O-:31])=[O:30])=[C:25]([NH:44][CH:45]3[CH2:49][CH2:48][N:47]([CH:50]4[CH2:54][CH2:53][CH2:52][CH2:51]4)[CH2:46]3)[CH:24]=2)(=[O:22])=[O:21])[CH2:16][CH:17]([CH3:19])[CH3:18])[CH2:2]1. The catalyst class is: 30.